Task: Predict the reactants needed to synthesize the given product.. Dataset: Full USPTO retrosynthesis dataset with 1.9M reactions from patents (1976-2016) (1) Given the product [Br:1][C:2]1[CH:7]=[CH:6][C:5]2[C:8]3[CH2:9][NH:10][CH2:11][CH2:12][CH2:13][C:14]=3[O:15][C:4]=2[CH:3]=1, predict the reactants needed to synthesize it. The reactants are: [Br:1][C:2]1[CH:7]=[CH:6][C:5]2[C:8]3[C:9](=O)[NH:10][CH2:11][CH2:12][CH2:13][C:14]=3[O:15][C:4]=2[CH:3]=1.B.C1COCC1. (2) Given the product [Cl:1][C:2]1[N:7]=[CH:6][N:5]=[C:4]2[C:3]=1[N:16]=[C:17]([CH2:18][CH3:19])[N:8]2[C:9]1[CH:10]=[CH:11][C:12]([Cl:15])=[CH:13][CH:14]=1, predict the reactants needed to synthesize it. The reactants are: [Cl:1][C:2]1[N:7]=[CH:6][N:5]=[C:4]([NH:8][C:9]2[CH:14]=[CH:13][C:12]([Cl:15])=[CH:11][CH:10]=2)[C:3]=1[NH2:16].[C:17](OCC)(OCC)(OCC)[CH2:18][CH3:19].C(S(O)(=O)=O)C.